Dataset: TCR-epitope binding with 47,182 pairs between 192 epitopes and 23,139 TCRs. Task: Binary Classification. Given a T-cell receptor sequence (or CDR3 region) and an epitope sequence, predict whether binding occurs between them. (1) The epitope is KPLEFGATSAAL. The TCR CDR3 sequence is CASSTPGMGETQYF. Result: 1 (the TCR binds to the epitope). (2) The epitope is ELAGIGILTV. The TCR CDR3 sequence is CASSLDQGWHQYF. Result: 1 (the TCR binds to the epitope). (3) The epitope is FVRATATIPI. The TCR CDR3 sequence is CASSGSYREGYGYTF. Result: 1 (the TCR binds to the epitope). (4) The epitope is LLFNKVTLA. The TCR CDR3 sequence is CASSLSSYEQYF. Result: 1 (the TCR binds to the epitope). (5) The TCR CDR3 sequence is CASSDAYNEKLFF. Result: 0 (the TCR does not bind to the epitope). The epitope is IIKDYGKQM. (6) The epitope is RLRAEAQVK. The TCR CDR3 sequence is CASSKGGSNQPQHF. Result: 0 (the TCR does not bind to the epitope). (7) The epitope is FTISVTTEIL. The TCR CDR3 sequence is CASSLEAGGAYNEQFF. Result: 0 (the TCR does not bind to the epitope). (8) The epitope is FPPTSFGPL. The TCR CDR3 sequence is CASCSSGSEQYF. Result: 1 (the TCR binds to the epitope).